This data is from Full USPTO retrosynthesis dataset with 1.9M reactions from patents (1976-2016). The task is: Predict the reactants needed to synthesize the given product. Given the product [CH2:17]([O:16][C:14](=[O:15])[CH:13]([NH:12][C:9](=[O:11])[CH2:8][C:4]1[CH:5]=[CH:6][CH:7]=[C:2]([Br:1])[CH:3]=1)[CH2:21][CH3:22])[CH:18]([CH3:19])[CH3:20], predict the reactants needed to synthesize it. The reactants are: [Br:1][C:2]1[CH:3]=[C:4]([CH2:8][C:9]([OH:11])=O)[CH:5]=[CH:6][CH:7]=1.[NH2:12][CH:13]([CH2:21][CH3:22])[C:14]([O:16][CH2:17][CH:18]([CH3:20])[CH3:19])=[O:15].